From a dataset of Forward reaction prediction with 1.9M reactions from USPTO patents (1976-2016). Predict the product of the given reaction. Given the reactants CC1(C)C(C)(C)OB([C:9]2[CH:17]=[CH:16][CH:15]=[C:14]3[C:10]=2[CH:11]=[CH:12][NH:13]3)O1.Br[C:20]1[CH:21]=[C:22]([F:26])[CH:23]=[CH:24][CH:25]=1.[OH-].[Na+], predict the reaction product. The product is: [F:26][C:22]1[CH:21]=[C:20]([C:9]2[CH:17]=[CH:16][CH:15]=[C:14]3[C:10]=2[CH:11]=[CH:12][NH:13]3)[CH:25]=[CH:24][CH:23]=1.